This data is from Peptide-MHC class II binding affinity with 134,281 pairs from IEDB. The task is: Regression. Given a peptide amino acid sequence and an MHC pseudo amino acid sequence, predict their binding affinity value. This is MHC class II binding data. The peptide sequence is DVVFPGGGQIVGGVY. The MHC is HLA-DQA10501-DQB10301 with pseudo-sequence HLA-DQA10501-DQB10301. The binding affinity (normalized) is 0.765.